This data is from Peptide-MHC class I binding affinity with 185,985 pairs from IEDB/IMGT. The task is: Regression. Given a peptide amino acid sequence and an MHC pseudo amino acid sequence, predict their binding affinity value. This is MHC class I binding data. The peptide sequence is SAIKSPQAPL. The MHC is H-2-Db with pseudo-sequence H-2-Db. The binding affinity (normalized) is 0.337.